Dataset: Forward reaction prediction with 1.9M reactions from USPTO patents (1976-2016). Task: Predict the product of the given reaction. (1) Given the reactants [CH3:1][C:2]1[CH:3]=[C:4]([CH:7]=[C:8]([CH3:10])[CH:9]=1)[CH:5]=O.[C:11]([CH2:13]P(=O)(OCC)OCC)#[N:12].CC(C)([O-])C.[K+], predict the reaction product. The product is: [CH3:1][C:2]1[CH:3]=[C:4]([CH:5]=[CH:13][C:11]#[N:12])[CH:7]=[C:8]([CH3:10])[CH:9]=1. (2) Given the reactants [CH2:1]([C:9]1[N:10]=[C:11]([NH:14][C:15]2[N:20]=[CH:19][C:18]([S:21]CCC(OC)=O)=[CH:17][C:16]=2[O:28][C:29]2[CH:34]=[CH:33][CH:32]=[CH:31][CH:30]=2)[S:12][CH:13]=1)[CH2:2][C:3]1[CH:8]=[CH:7][CH:6]=[CH:5][CH:4]=1.CC([O-])(C)C.[K+].CS(O[CH:46]([C:60]1[CH:65]=[CH:64][CH:63]=[CH:62][N:61]=1)[CH:47]1[CH2:52][CH2:51][N:50]([C:53]([O:55][C:56]([CH3:59])([CH3:58])[CH3:57])=[O:54])[CH2:49][CH2:48]1)(=O)=O, predict the reaction product. The product is: [CH2:1]([C:9]1[N:10]=[C:11]([NH:14][C:15]2[N:20]=[CH:19][C:18]([S:21][CH:46]([C:60]3[CH:65]=[CH:64][CH:63]=[CH:62][N:61]=3)[CH:47]3[CH2:48][CH2:49][N:50]([C:53]([O:55][C:56]([CH3:57])([CH3:58])[CH3:59])=[O:54])[CH2:51][CH2:52]3)=[CH:17][C:16]=2[O:28][C:29]2[CH:34]=[CH:33][CH:32]=[CH:31][CH:30]=2)[S:12][CH:13]=1)[CH2:2][C:3]1[CH:4]=[CH:5][CH:6]=[CH:7][CH:8]=1. (3) Given the reactants Cl[C:2]1[N:7]=[C:6]([NH:8][CH:9]([C:11]2[CH:16]=[CH:15][CH:14]=[CH:13][CH:12]=2)[CH3:10])[C:5]([N+:17]([O-])=O)=[CH:4][CH:3]=1.Cl[C:21]1[C:26]([N+]([O-])=O)=[CH:25][CH:24]=[C:23](Cl)[N:22]=1.C(N(C(C)C)CC)(C)C.[C:40]1(C(N)C)C=C[CH:43]=[CH:42][CH:41]=1.[O:49]1CCC[CH2:50]1, predict the reaction product. The product is: [C:11]1([CH:9]([N:8]2[C:6]3=[N:7][C:2]([C:43]4[CH:42]=[CH:41][CH:40]=[C:21]5[C:26]=4[CH:25]=[CH:24][CH:23]=[N:22]5)=[CH:3][CH:4]=[C:5]3[NH:17][C:50]2=[O:49])[CH3:10])[CH:16]=[CH:15][CH:14]=[CH:13][CH:12]=1. (4) Given the reactants C([O:8][C:9]1[CH:10]=[CH:11][C:12]([C@@H:20]([O:59][Si:60]([C:63]([CH3:66])([CH3:65])[CH3:64])([CH3:62])[CH3:61])[CH2:21][NH:22][CH2:23][CH2:24][C:25]2[CH:30]=[CH:29][C:28]([O:31][CH2:32][CH2:33][CH2:34][CH2:35][C:36]3[CH:41]=[CH:40][C:39]([OH:42])=[C:38]([C@@H:43]([C:53]4[CH:58]=[CH:57][CH:56]=[CH:55][CH:54]=4)[CH2:44][CH2:45][N:46]([CH:50]([CH3:52])[CH3:51])[CH:47]([CH3:49])[CH3:48])[CH:37]=3)=[CH:27][CH:26]=2)=[C:13]2[C:18]=1[NH:17][C:16](=[O:19])[CH:15]=[CH:14]2)C1C=CC=CC=1.C([O-])=O.[NH4+], predict the reaction product. The product is: [Si:60]([O:59][C@H:20]([C:12]1[CH:11]=[CH:10][C:9]([OH:8])=[C:18]2[C:13]=1[CH:14]=[CH:15][C:16](=[O:19])[NH:17]2)[CH2:21][NH:22][CH2:23][CH2:24][C:25]1[CH:30]=[CH:29][C:28]([O:31][CH2:32][CH2:33][CH2:34][CH2:35][C:36]2[CH:41]=[CH:40][C:39]([OH:42])=[C:38]([C@@H:43]([C:53]3[CH:54]=[CH:55][CH:56]=[CH:57][CH:58]=3)[CH2:44][CH2:45][N:46]([CH:47]([CH3:49])[CH3:48])[CH:50]([CH3:52])[CH3:51])[CH:37]=2)=[CH:27][CH:26]=1)([C:63]([CH3:66])([CH3:64])[CH3:65])([CH3:62])[CH3:61]. (5) Given the reactants Cl.Cl[CH2:3][CH2:4][N:5]1[CH2:9][CH2:8][CH2:7][CH2:6]1.[Cl:10][C:11]1[CH:12]=[C:13]2[C:17](=[CH:18][CH:19]=1)[NH:16][N:15]=[C:14]2[I:20], predict the reaction product. The product is: [Cl:10][C:11]1[CH:19]=[CH:18][C:17]2[C:13](=[C:14]([I:20])[N:15]([CH2:3][CH2:4][N:5]3[CH2:9][CH2:8][CH2:7][CH2:6]3)[N:16]=2)[CH:12]=1. (6) Given the reactants ClC1C=C(C=CC=1)C(OO)=[O:6].[Br:12][C:13]1[CH:14]=[CH:15][C:16]2[C:17]3[S:25][C:24]([CH2:26][CH2:27][CH3:28])=[N:23][C:18]=3[CH:19]=[N:20][C:21]=2[CH:22]=1, predict the reaction product. The product is: [Br:12][C:13]1[CH:14]=[CH:15][C:16]2[C:17]3[S:25][C:24]([CH2:26][CH2:27][CH3:28])=[N:23][C:18]=3[CH:19]=[N+:20]([O-:6])[C:21]=2[CH:22]=1. (7) Given the reactants [N+:1]([C:4]1[CH:5]=[N:6][NH:7][CH:8]=1)([O-])=O.C(N(CC)CC)C.[CH3:16][S:17](Cl)(=[O:19])=[O:18].O, predict the reaction product. The product is: [CH3:16][S:17]([N:6]1[CH:5]=[C:4]([NH2:1])[CH:8]=[N:7]1)(=[O:19])=[O:18]. (8) The product is: [CH2:1]([C:10]1[CH:11]=[C:12]2[C:17](=[C:18]([O:20][CH:21]3[CH2:26][CH2:25][N:24]([C:27]([O:29][C:30]([CH3:33])([CH3:32])[CH3:31])=[O:28])[CH2:23][CH2:22]3)[CH:19]=1)[N:16]=[CH:15][CH:14]=[CH:13]2)[CH2:2][CH2:3][CH2:4][CH2:5][CH3:6]. Given the reactants [CH2:1]([Mg]Br)[CH2:2][CH2:3][CH2:4][CH2:5][CH3:6].Cl[C:10]1[CH:11]=[C:12]2[C:17](=[C:18]([O:20][CH:21]3[CH2:26][CH2:25][N:24]([C:27]([O:29][C:30]([CH3:33])([CH3:32])[CH3:31])=[O:28])[CH2:23][CH2:22]3)[CH:19]=1)[N:16]=[CH:15][CH:14]=[CH:13]2.CN1C(=O)CCC1.[Cl-].[NH4+], predict the reaction product.